This data is from NCI-60 drug combinations with 297,098 pairs across 59 cell lines. The task is: Regression. Given two drug SMILES strings and cell line genomic features, predict the synergy score measuring deviation from expected non-interaction effect. (1) Drug 1: C(=O)(N)NO. Drug 2: C1CNP(=O)(OC1)N(CCCl)CCCl. Cell line: NCI/ADR-RES. Synergy scores: CSS=3.36, Synergy_ZIP=-0.309, Synergy_Bliss=0.506, Synergy_Loewe=-3.12, Synergy_HSA=-1.75. (2) Drug 1: C1C(C(OC1N2C=C(C(=O)NC2=O)F)CO)O. Drug 2: C(=O)(N)NO. Cell line: SK-MEL-28. Synergy scores: CSS=19.7, Synergy_ZIP=-2.68, Synergy_Bliss=1.05, Synergy_Loewe=-18.3, Synergy_HSA=-0.970. (3) Drug 1: C1=NC(=NC(=O)N1C2C(C(C(O2)CO)O)O)N. Drug 2: CC1C(C(CC(O1)OC2CC(CC3=C2C(=C4C(=C3O)C(=O)C5=C(C4=O)C(=CC=C5)OC)O)(C(=O)CO)O)N)O.Cl. Cell line: NCI-H522. Synergy scores: CSS=50.9, Synergy_ZIP=-7.58, Synergy_Bliss=0.00197, Synergy_Loewe=-5.22, Synergy_HSA=2.45. (4) Drug 1: CC1CCC2CC(C(=CC=CC=CC(CC(C(=O)C(C(C(=CC(C(=O)CC(OC(=O)C3CCCCN3C(=O)C(=O)C1(O2)O)C(C)CC4CCC(C(C4)OC)O)C)C)O)OC)C)C)C)OC. Drug 2: C1=NC(=NC(=O)N1C2C(C(C(O2)CO)O)O)N. Cell line: OVCAR3. Synergy scores: CSS=31.3, Synergy_ZIP=-2.44, Synergy_Bliss=2.82, Synergy_Loewe=4.13, Synergy_HSA=4.96. (5) Drug 1: C1C(C(OC1N2C=NC3=C(N=C(N=C32)Cl)N)CO)O. Drug 2: CS(=O)(=O)CCNCC1=CC=C(O1)C2=CC3=C(C=C2)N=CN=C3NC4=CC(=C(C=C4)OCC5=CC(=CC=C5)F)Cl. Cell line: COLO 205. Synergy scores: CSS=38.8, Synergy_ZIP=-0.0251, Synergy_Bliss=-1.85, Synergy_Loewe=-24.4, Synergy_HSA=-1.92. (6) Drug 1: COC1=NC(=NC2=C1N=CN2C3C(C(C(O3)CO)O)O)N. Drug 2: C(CN)CNCCSP(=O)(O)O. Cell line: NCI-H522. Synergy scores: CSS=-3.47, Synergy_ZIP=2.55, Synergy_Bliss=0.304, Synergy_Loewe=-2.60, Synergy_HSA=-4.00. (7) Drug 1: C1=C(C(=O)NC(=O)N1)F. Drug 2: CC1=C(C=C(C=C1)NC(=O)C2=CC=C(C=C2)CN3CCN(CC3)C)NC4=NC=CC(=N4)C5=CN=CC=C5. Cell line: 786-0. Synergy scores: CSS=12.7, Synergy_ZIP=-6.48, Synergy_Bliss=-12.7, Synergy_Loewe=-11.2, Synergy_HSA=-10.3. (8) Drug 1: C1=NC2=C(N1)C(=S)N=C(N2)N. Drug 2: CC1C(C(CC(O1)OC2CC(CC3=C2C(=C4C(=C3O)C(=O)C5=CC=CC=C5C4=O)O)(C(=O)C)O)N)O. Cell line: T-47D. Synergy scores: CSS=50.3, Synergy_ZIP=-3.56, Synergy_Bliss=1.97, Synergy_Loewe=4.53, Synergy_HSA=5.79. (9) Drug 1: C1=CC(=CC=C1CCC2=CNC3=C2C(=O)NC(=N3)N)C(=O)NC(CCC(=O)O)C(=O)O. Drug 2: CC1CCC2CC(C(=CC=CC=CC(CC(C(=O)C(C(C(=CC(C(=O)CC(OC(=O)C3CCCCN3C(=O)C(=O)C1(O2)O)C(C)CC4CCC(C(C4)OC)OCCO)C)C)O)OC)C)C)C)OC. Cell line: SF-295. Synergy scores: CSS=46.9, Synergy_ZIP=-6.58, Synergy_Bliss=-5.08, Synergy_Loewe=3.47, Synergy_HSA=5.83.